Task: Binary Classification. Given a miRNA mature sequence and a target amino acid sequence, predict their likelihood of interaction.. Dataset: Experimentally validated miRNA-target interactions with 360,000+ pairs, plus equal number of negative samples (1) The protein sequence of the target gene is MIVQRVVLNSRPGKNGNPVAENFRMEEVYLPDNINEGQVQVRTLYLSVDPYMRCRMNEDTGTDYITPWQLSQVVDGGGIGIIEESKHTNLTKGDFVTSFYWPWQTKVILDGNSLEKVDPQLVDGHLSYFLGAIGMPGLTSLIGIQEKGHITAGSNKTMVVSGAAGACGSVAGQIGHFLGCSRVVGICGTHEKCILLTSELGFDAAINYKKDNVAEQLRESCPAGVDVYFDNVGGNISDTVISQMNENSHIILCGQISQYNKDVPYPPPLSPAIEAIQKERNITRERFLVLNYKDKFEPGI.... Result: 1 (interaction). The miRNA is hsa-miR-1908-5p with sequence CGGCGGGGACGGCGAUUGGUC. (2) The miRNA is hsa-miR-6834-5p with sequence GUGAGGGACUGGGAUUUGUGG. The protein sequence of the target gene is MAELRQVPGGRETPQGELRPEVVEDEVPRSPVAEEPGGGGSSSSEAKLSPREEEELDPRIQEELEHLNQASEEINQVELQLDEARTTYRRILQESARKLNTQGSHLGSCIEKARPYYEARRLAKEAQQETQKAALRYERAVSMHNAAREMVFVAEQGVMADKNRLDPTWQEMLNHATCKVNEAEEERLRGEREHQRVTRLCQQAEARVQALQKTLRRAIGKSRPYFELKAQFSQILEEHKAKVTELEQQVAQAKTRYSVALRNLEQISEQIHARRRGGLPPHPLGPRRSSPVGAEAGPED.... Result: 1 (interaction). (3) The miRNA is mmu-miR-6945-3p with sequence UCUGAGCUCUGCCCUUCCCAU. The protein sequence of the target gene is MSFLSRQQPPPTRRVGAAYSLRQKLIFSPGSDCEEEEEEEEEGSGHSTGEDSAFQEPDSPLPSARSPAEAEAERRRRSPGAEPSSPGELEDDLLLQGGGGGAQAAGGGAEGDSWEEEGFGSSSPVKSPSTAYFLSSPFSPVRCGGPGDASPQGCGAPRAMDDPCSPQPDYPSTPPHKTFRKLRLFDTPHTPKSLLSKARVIDSGSVKLRGSSLFMDTEKSGKREFDTRQTPQVNINPFTPDPVLLHSSGRCRGRKRAYFNDSSEDMEASDYEFEDETRPAKRITITESNMKSRYTTEFHE.... Result: 0 (no interaction). (4) The miRNA is hsa-miR-670-5p with sequence GUCCCUGAGUGUAUGUGGUG. The protein sequence of the target gene is MALAVAPWGRQWEEARALGRAVRMLQRLEEQCVDPRLSVSPPSLRDLLPRTAQLLREVAHSRRAAGGGGPGGPGGSGDFLLIYLANLEAKSRQVAALLPPRGRRSANDELFRAGSRLRRQLAKLAIIFSHMHAELHALFPGGKYCGHMYQLTKAPAHTFWRESCGARCVLPWAEFESLLGTCHPVEPGCTALALRTTIDLTCSGHVSIFEFDVFTRLFQPWPTLLKNWQLLAVNHPGYMAFLTYDEVQERLQACRDKPGSYIFRPSCTRLGQWAIGYVSSDGSILQTIPANKPLSQVLLE.... Result: 0 (no interaction). (5) The miRNA is hsa-miR-4455 with sequence AGGGUGUGUGUGUUUUU. The protein sequence of the target gene is MGKQNSKLRPEVLQDLREHTEFTDHELQEWYKGFLKDCPTGHLTVDEFKKIYANFFPYGDASKFAEHVFRTFDTNSDGTIDFREFIIALSVTSRGKLEQKLKWAFSMYDLDGNGYISRSEMLEIVQAIYKMVSSVMKMPEDESTPEKRTDKIFRQMDTNNDGKLSLEEFIKGAKSDPSIVRLLQCDPSSASQF. Result: 0 (no interaction). (6) The miRNA is mmu-miR-711 with sequence GGGACCCGGGGAGAGAUGUAAG. The protein sequence of the target gene is MPWSSRGALLRDLVLGVLGTAAFLLDLGTDLWAAVQYALGGRYLWAALVLALLGLASVALQLFSWLWLRADPAGLHGSQPPRRCLALLHLLQLGYLYRCVQELRQGLLVWQQEEPSEFDLAYADFLALDISMLRLFETFLETAPQLTLVLAIMLQSGRAEYYQWVGICTSFLGISWALLDYHRALRTCLPSKPLLGLGSSVIYFLWNLLLLWPRVLAVALFSALFPSYVALHFLGLWLVLLLWVWLQGTDFMPDPSSEWLYRVTVATILYFSWFNVAEGRTRGRAIIHFAFLLSDSILLV.... Result: 0 (no interaction).